This data is from Forward reaction prediction with 1.9M reactions from USPTO patents (1976-2016). The task is: Predict the product of the given reaction. (1) Given the reactants [C:1]([O:5][CH2:6][CH3:7])(=[O:4])[CH:2]=[CH2:3].[CH3:8][NH2:9], predict the reaction product. The product is: [CH3:8][NH:9][CH2:3][CH2:2][C:1]([O:5][CH2:6][CH3:7])=[O:4]. (2) Given the reactants [C:1]([C:4]1[CH:9]=[CH:8][C:7]([S:10]([NH:13][CH2:14][C:15]([O:17][C@H:18]([C:29]2[CH:34]=[CH:33][C:32]([O:35][CH:36]([F:38])[F:37])=[C:31]([O:39][CH2:40][CH:41]3[CH2:43][CH2:42]3)[CH:30]=2)[CH2:19][C:20]2[C:25]([Cl:26])=[CH:24][N+:23]([O-:27])=[CH:22][C:21]=2[Cl:28])=[O:16])(=[O:12])=[O:11])=[CH:6][CH:5]=1)(O)=[O:2].[NH:44]1[CH2:49][CH2:48][O:47][CH2:46][CH2:45]1.C(Cl)CCl, predict the reaction product. The product is: [Cl:28][C:21]1[CH:22]=[N+:23]([O-:27])[CH:24]=[C:25]([Cl:26])[C:20]=1[CH2:19][C@@H:18]([C:29]1[CH:34]=[CH:33][C:32]([O:35][CH:36]([F:38])[F:37])=[C:31]([O:39][CH2:40][CH:41]2[CH2:43][CH2:42]2)[CH:30]=1)[O:17][C:15](=[O:16])[CH2:14][NH:13][S:10]([C:7]1[CH:8]=[CH:9][C:4]([C:1]([N:44]2[CH2:49][CH2:48][O:47][CH2:46][CH2:45]2)=[O:2])=[CH:5][CH:6]=1)(=[O:11])=[O:12]. (3) Given the reactants [Cl:1][C:2]1[C:12]2[CH2:11][CH2:10][CH2:9][C:8]([C:13]3[CH:18]=[CH:17][CH:16]=[CH:15][CH:14]=3)=[C:7]([CH2:19][CH2:20][CH2:21][CH2:22][CH2:23][CH2:24][OH:25])[C:6]=2[CH:5]=[CH:4][C:3]=1[O:26]C.C[S-].[Na+], predict the reaction product. The product is: [Cl:1][C:2]1[C:12]2[CH2:11][CH2:10][CH2:9][C:8]([C:13]3[CH:14]=[CH:15][CH:16]=[CH:17][CH:18]=3)=[C:7]([CH2:19][CH2:20][CH2:21][CH2:22][CH2:23][CH2:24][OH:25])[C:6]=2[CH:5]=[CH:4][C:3]=1[OH:26].